This data is from Full USPTO retrosynthesis dataset with 1.9M reactions from patents (1976-2016). The task is: Predict the reactants needed to synthesize the given product. (1) Given the product [OH:8][C:5]1[CH:6]=[CH:7][C:2]([N:1]=[C:10]([C:13]2[CH:18]=[CH:17][CH:16]=[C:15]([C:19](=[N:1][C:2]3[CH:7]=[CH:6][C:5]([OH:8])=[CH:4][C:3]=3[CH3:9])[CH3:20])[N:14]=2)[CH3:11])=[C:3]([CH3:9])[CH:4]=1, predict the reactants needed to synthesize it. The reactants are: [NH2:1][C:2]1[C:3]([CH3:9])=[CH:4][C:5]([OH:8])=[CH:6][CH:7]=1.[C:10]([C:13]1[CH:18]=[CH:17][CH:16]=[C:15]([C:19](=O)[CH3:20])[N:14]=1)(=O)[CH3:11]. (2) Given the product [F:1][C:2]1[CH:7]=[CH:6][C:5]([N:8]2[C:11](=[O:12])[C@H:10]([S:13][CH2:14][CH:15]([C:17]3[CH:22]=[CH:21][C:20]([F:23])=[CH:19][CH:18]=3)[OH:16])[C@H:9]2[C:24]2[CH:25]=[CH:26][C:27]([O:28][CH2:29][C:30]([NH:32][CH2:33][C:34]([NH:77][C@@H:76]([C:78]([OH:80])=[O:79])[CH2:75][S:74][CH2:73][C:72]3[CH:81]=[CH:82][C:69]([CH3:68])=[CH:70][CH:71]=3)=[O:36])=[O:31])=[CH:37][CH:38]=2)=[CH:4][CH:3]=1, predict the reactants needed to synthesize it. The reactants are: [F:1][C:2]1[CH:7]=[CH:6][C:5]([N:8]2[C:11](=[O:12])[C@H:10]([S:13][CH2:14][C:15]([C:17]3[CH:22]=[CH:21][C:20]([F:23])=[CH:19][CH:18]=3)=[O:16])[C@H:9]2[C:24]2[CH:38]=[CH:37][C:27]([O:28][CH2:29][C:30]([NH:32][CH2:33][C:34]([OH:36])=O)=[O:31])=[CH:26][CH:25]=2)=[CH:4][CH:3]=1.CN1CCOCC1.CN(C(ON1N=NC2C=CC=CC1=2)=[N+](C)C)C.[B-](F)(F)(F)F.[CH3:68][C:69]1[CH:82]=[CH:81][C:72]([CH2:73][S:74][CH2:75][C@H:76]([C:78]([OH:80])=[O:79])[NH2:77])=[CH:71][CH:70]=1. (3) Given the product [Cl:1][C:2]1[CH:7]=[CH:6][C:5]([NH:8][C:25]([C:20]2[CH:21]=[N:22][CH:23]=[CH:24][N:19]=2)=[O:26])=[CH:4][C:3]=1[C:9]1[O:10][C:11]2[CH:17]=[CH:16][C:15]([CH3:18])=[CH:14][C:12]=2[N:13]=1, predict the reactants needed to synthesize it. The reactants are: [Cl:1][C:2]1[CH:7]=[CH:6][C:5]([NH2:8])=[CH:4][C:3]=1[C:9]1[O:10][C:11]2[CH:17]=[CH:16][C:15]([CH3:18])=[CH:14][C:12]=2[N:13]=1.[N:19]1[CH:24]=[CH:23][N:22]=[CH:21][C:20]=1[C:25](Cl)=[O:26].